This data is from Forward reaction prediction with 1.9M reactions from USPTO patents (1976-2016). The task is: Predict the product of the given reaction. Given the reactants Cl.[CH3:2][O:3][C:4]1[CH:9]=[CH:8][C:7]([C:10]2[CH:15]=[CH:14][C:13]([CH:16](C(OC)=O)[C:17](OC)=[O:18])=[C:12]([N+:25]([O-])=O)[CH:11]=2)=[CH:6][CH:5]=1.[Sn], predict the reaction product. The product is: [CH3:2][O:3][C:4]1[CH:9]=[CH:8][C:7]([C:10]2[CH:11]=[C:12]3[C:13]([CH2:16][C:17](=[O:18])[NH:25]3)=[CH:14][CH:15]=2)=[CH:6][CH:5]=1.